The task is: Regression. Given two drug SMILES strings and cell line genomic features, predict the synergy score measuring deviation from expected non-interaction effect.. This data is from Merck oncology drug combination screen with 23,052 pairs across 39 cell lines. (1) Drug 1: CC1CC2C3CCC4=CC(=O)C=CC4(C)C3(F)C(O)CC2(C)C1(O)C(=O)CO. Drug 2: CCc1cnn2c(NCc3ccc[n+]([O-])c3)cc(N3CCCCC3CCO)nc12. Cell line: A2058. Synergy scores: synergy=-11.4. (2) Drug 1: CCC1=CC2CN(C1)Cc1c([nH]c3ccccc13)C(C(=O)OC)(c1cc3c(cc1OC)N(C)C1C(O)(C(=O)OC)C(OC(C)=O)C4(CC)C=CCN5CCC31C54)C2. Drug 2: O=C(CCCCCCC(=O)Nc1ccccc1)NO. Cell line: LOVO. Synergy scores: synergy=3.33. (3) Drug 1: COC12C(COC(N)=O)C3=C(C(=O)C(C)=C(N)C3=O)N1CC1NC12. Drug 2: COC1=C2CC(C)CC(OC)C(O)C(C)C=C(C)C(OC(N)=O)C(OC)C=CC=C(C)C(=O)NC(=CC1=O)C2=O. Cell line: MDAMB436. Synergy scores: synergy=5.73. (4) Drug 1: C=CCn1c(=O)c2cnc(Nc3ccc(N4CCN(C)CC4)cc3)nc2n1-c1cccc(C(C)(C)O)n1. Drug 2: CS(=O)(=O)CCNCc1ccc(-c2ccc3ncnc(Nc4ccc(OCc5cccc(F)c5)c(Cl)c4)c3c2)o1. Cell line: NCIH2122. Synergy scores: synergy=3.23. (5) Drug 1: CC(=O)OC1C(=O)C2(C)C(O)CC3OCC3(OC(C)=O)C2C(OC(=O)c2ccccc2)C2(O)CC(OC(=O)C(O)C(NC(=O)c3ccccc3)c3ccccc3)C(C)=C1C2(C)C. Drug 2: N#Cc1ccc(Cn2cncc2CN2CCN(c3cccc(Cl)c3)C(=O)C2)cc1. Cell line: CAOV3. Synergy scores: synergy=2.05. (6) Drug 1: COC12C(COC(N)=O)C3=C(C(=O)C(C)=C(N)C3=O)N1CC1NC12. Drug 2: Cc1nc(Nc2ncc(C(=O)Nc3c(C)cccc3Cl)s2)cc(N2CCN(CCO)CC2)n1. Cell line: LNCAP. Synergy scores: synergy=15.7. (7) Drug 1: COc1cc(C2c3cc4c(cc3C(OC3OC5COC(C)OC5C(O)C3O)C3COC(=O)C23)OCO4)cc(OC)c1O. Drug 2: Cn1c(=O)n(-c2ccc(C(C)(C)C#N)cc2)c2c3cc(-c4cnc5ccccc5c4)ccc3ncc21. Cell line: MDAMB436. Synergy scores: synergy=28.4. (8) Drug 1: CC1CC2C3CCC4=CC(=O)C=CC4(C)C3(F)C(O)CC2(C)C1(O)C(=O)CO. Drug 2: C#Cc1cccc(Nc2ncnc3cc(OCCOC)c(OCCOC)cc23)c1. Cell line: LNCAP. Synergy scores: synergy=-21.7. (9) Drug 1: O=c1[nH]cc(F)c(=O)[nH]1. Drug 2: N#Cc1ccc(Cn2cncc2CN2CCN(c3cccc(Cl)c3)C(=O)C2)cc1. Cell line: HCT116. Synergy scores: synergy=11.7. (10) Drug 1: Cc1nc(Nc2ncc(C(=O)Nc3c(C)cccc3Cl)s2)cc(N2CCN(CCO)CC2)n1. Drug 2: Cn1cc(-c2cnn3c(N)c(Br)c(C4CCCNC4)nc23)cn1. Cell line: NCIH2122. Synergy scores: synergy=-24.1.